From a dataset of Reaction yield outcomes from USPTO patents with 853,638 reactions. Predict the reaction yield, written as a fraction of the theoretical maximum amount of product (1.0 means a 100% yield; for example, 0.34 means a 34% yield). The reactants are [NH2:1][C:2]1[C:11]2[C:6](=[C:7](Br)[CH:8]=[CH:9][CH:10]=2)[N:5]=[N:4][C:3]=1[C:13]([NH:15][CH2:16][CH2:17][CH3:18])=[O:14].[Cl:19][C:20]1[C:25]([Cl:26])=[CH:24][CH:23]=[CH:22][C:21]=1B(O)O. No catalyst specified. The product is [NH2:1][C:2]1[C:11]2[C:6](=[C:7]([C:24]3[CH:23]=[CH:22][CH:21]=[C:20]([Cl:19])[C:25]=3[Cl:26])[CH:8]=[CH:9][CH:10]=2)[N:5]=[N:4][C:3]=1[C:13]([NH:15][CH2:16][CH2:17][CH3:18])=[O:14]. The yield is 0.831.